From a dataset of Catalyst prediction with 721,799 reactions and 888 catalyst types from USPTO. Predict which catalyst facilitates the given reaction. (1) Reactant: [S:1]1[C:5]([C:6]2[O:10]C(=O)C3(CCCC3)N=2)=[CH:4][C:3]2[CH:16]=[CH:17][CH:18]=[CH:19][C:2]1=2.Cl.[O:21]1CCOCC1.C(C1(C(O)=O)CCCCC1N)(OC(C)(C)C)=O. Product: [S:1]1[C:5]([C:6]([OH:10])=[O:21])=[CH:4][C:3]2[CH:16]=[CH:17][CH:18]=[CH:19][C:2]1=2. The catalyst class is: 3. (2) Reactant: [ClH:1].C(OC([NH:9][CH2:10][C@H:11]1[CH2:16][CH2:15][C@H:14]([C:17]([NH:19][C@@H:20]([CH2:44][C:45]2[CH:50]=[CH:49][C:48]([C:51]3[CH:56]=[C:55]([C:57](=[O:62])[NH:58][CH:59]([CH3:61])[CH3:60])[CH:54]=[CH:53][C:52]=3[CH3:63])=[CH:47][CH:46]=2)[C:21]([NH:23][C:24]2[CH:29]=[CH:28][C:27]([C:30]3[NH:34][N:33]=[C:32]([CH2:35][CH2:36][C:37]([O:39]C(C)(C)C)=[O:38])[N:31]=3)=[CH:26][CH:25]=2)=[O:22])=[O:18])[CH2:13][CH2:12]1)=O)(C)(C)C. Product: [ClH:1].[NH2:9][CH2:10][C@H:11]1[CH2:12][CH2:13][C@H:14]([C:17]([NH:19][C@@H:20]([CH2:44][C:45]2[CH:50]=[CH:49][C:48]([C:51]3[CH:56]=[C:55]([C:57](=[O:62])[NH:58][CH:59]([CH3:60])[CH3:61])[CH:54]=[CH:53][C:52]=3[CH3:63])=[CH:47][CH:46]=2)[C:21]([NH:23][C:24]2[CH:25]=[CH:26][C:27]([C:30]3[NH:34][N:33]=[C:32]([CH2:35][CH2:36][C:37]([OH:39])=[O:38])[N:31]=3)=[CH:28][CH:29]=2)=[O:22])=[O:18])[CH2:15][CH2:16]1. The catalyst class is: 12. (3) Reactant: [OH-].[K+].[C:3]([C:6]1[N:11]=[C:10]([C:12]2[CH:17]=[C:16]([F:18])[C:15]([C:19]3[CH:24]=[CH:23][C:22]([CH2:25][C:26]([O:28]C)=[O:27])=[CH:21][C:20]=3[Cl:30])=[C:14]([F:31])[CH:13]=2)[C:9]([CH3:32])=[N:8][C:7]=1[CH3:33])(=[O:5])[NH2:4].Cl. Product: [C:3]([C:6]1[N:11]=[C:10]([C:12]2[CH:17]=[C:16]([F:18])[C:15]([C:19]3[CH:24]=[CH:23][C:22]([CH2:25][C:26]([OH:28])=[O:27])=[CH:21][C:20]=3[Cl:30])=[C:14]([F:31])[CH:13]=2)[C:9]([CH3:32])=[N:8][C:7]=1[CH3:33])(=[O:5])[NH2:4]. The catalyst class is: 107. (4) Reactant: [CH2:1]([NH:8][C:9](=[O:16])[NH:10][O:11][CH2:12][C:13]([OH:15])=O)[C:2]1[CH:7]=[CH:6][CH:5]=[CH:4][CH:3]=1.OC1C2N=NNC=2C=CC=1.C(N=C=NCCCN(C)C)C.[NH2:38][C@@H:39]([CH3:58])[C:40]([N:42]([CH2:51][C:52]1[CH:57]=[CH:56][CH:55]=[CH:54][CH:53]=1)[CH2:43][CH:44]([O:48][CH2:49][CH3:50])[O:45][CH2:46][CH3:47])=[O:41]. Product: [CH2:51]([N:42]([CH2:43][CH:44]([O:45][CH2:46][CH3:47])[O:48][CH2:49][CH3:50])[C:40](=[O:41])[C@@H:39]([NH:38][C:13](=[O:15])[CH2:12][O:11][NH:10][C:9]([NH:8][CH2:1][C:2]1[CH:3]=[CH:4][CH:5]=[CH:6][CH:7]=1)=[O:16])[CH3:58])[C:52]1[CH:53]=[CH:54][CH:55]=[CH:56][CH:57]=1. The catalyst class is: 112. (5) Reactant: [CH3:1][NH2:2].[Br:3][C:4]1[CH:5]=[C:6]([S:10](Cl)(=[O:12])=[O:11])[CH:7]=[CH:8][CH:9]=1.O. Product: [Br:3][C:4]1[CH:5]=[C:6]([S:10]([NH:2][CH3:1])(=[O:12])=[O:11])[CH:7]=[CH:8][CH:9]=1. The catalyst class is: 1. (6) Reactant: C([O:5][C:6](=[O:37])[CH2:7][C@H:8]([NH:11][S:12]([C:15]1[CH:20]=[CH:19][C:18]([C:21](=[O:23])[NH2:22])=[CH:17][C:16]=1[O:24][CH2:25][CH2:26][C:27]1[CH:36]=[CH:35][CH:34]=[C:33]2[C:28]=1[CH:29]=[CH:30][CH:31]=[N:32]2)(=[O:14])=[O:13])[CH:9]=[O:10])(C)(C)C.FC(F)(F)C(O)=O. Product: [C:21]([C:18]1[CH:19]=[CH:20][C:15]([S:12]([NH:11][CH:8]([CH:9]=[O:10])[CH2:7][C:6]([OH:37])=[O:5])(=[O:14])=[O:13])=[C:16]([O:24][CH2:25][CH2:26][C:27]2[CH:36]=[CH:35][CH:34]=[C:33]3[C:28]=2[CH:29]=[CH:30][CH:31]=[N:32]3)[CH:17]=1)(=[O:23])[NH2:22]. The catalyst class is: 46.